From a dataset of Full USPTO retrosynthesis dataset with 1.9M reactions from patents (1976-2016). Predict the reactants needed to synthesize the given product. (1) Given the product [CH2:1]([O:8][C:9](=[O:24])[CH:10]([NH:16][C:17]([O:19][C:20]([CH3:22])([CH3:21])[CH3:23])=[O:18])[CH2:11][CH2:12][CH2:13][OH:14])[C:2]1[CH:7]=[CH:6][CH:5]=[CH:4][CH:3]=1, predict the reactants needed to synthesize it. The reactants are: [CH2:1]([O:8][C:9](=[O:24])[CH:10]([NH:16][C:17]([O:19][C:20]([CH3:23])([CH3:22])[CH3:21])=[O:18])[CH2:11][CH2:12][C:13](O)=[O:14])[C:2]1[CH:7]=[CH:6][CH:5]=[CH:4][CH:3]=1.C(OC(Cl)=O)C.[BH4-].[Na+].Cl. (2) Given the product [C:1]([N:4]([CH3:36])[C:5]1[CH:10]=[CH:9][C:8]([C:11]2[CH:16]=[CH:15][C:14]([O:17][CH3:18])=[C:13]([CH2:19][N:20]([C:43]([C:42]3[S:41][C:40]4[C:46]([F:51])=[CH:47][CH:48]=[C:49]([F:50])[C:39]=4[C:38]=3[Cl:37])=[O:44])[CH:21]3[CH2:26][CH2:25][CH:24]([N:27]([CH3:35])[C:28](=[O:34])[O:29][C:30]([CH3:32])([CH3:31])[CH3:33])[CH2:23][CH2:22]3)[CH:12]=2)=[CH:7][CH:6]=1)(=[O:3])[CH3:2], predict the reactants needed to synthesize it. The reactants are: [C:1]([N:4]([CH3:36])[C:5]1[CH:10]=[CH:9][C:8]([C:11]2[CH:16]=[CH:15][C:14]([O:17][CH3:18])=[C:13]([CH2:19][NH:20][CH:21]3[CH2:26][CH2:25][CH:24]([N:27]([CH3:35])[C:28](=[O:34])[O:29][C:30]([CH3:33])([CH3:32])[CH3:31])[CH2:23][CH2:22]3)[CH:12]=2)=[CH:7][CH:6]=1)(=[O:3])[CH3:2].[Cl:37][C:38]1[C:39]2[C:49]([F:50])=[CH:48][CH:47]=[C:46]([F:51])[C:40]=2[S:41][C:42]=1[C:43](Cl)=[O:44]. (3) Given the product [CH3:11][NH:7][C:6]1[CH:8]=[CH:9][CH:10]=[C:4]([N+:1]([O-:3])=[O:2])[CH:5]=1, predict the reactants needed to synthesize it. The reactants are: [N+:1]([C:4]1[CH:5]=[C:6]([CH:8]=[CH:9][CH:10]=1)[NH2:7])([O-:3])=[O:2].[CH3:11][O-].[Na+].[BH4-].[Na+].